Dataset: Experimentally validated miRNA-target interactions with 360,000+ pairs, plus equal number of negative samples. Task: Binary Classification. Given a miRNA mature sequence and a target amino acid sequence, predict their likelihood of interaction. The miRNA is hsa-miR-143-5p with sequence GGUGCAGUGCUGCAUCUCUGGU. The protein sequence of the target gene is MSYDYHQSWSRDGGPRGSGQGSSGGGGGGSRGSGGGGGGRGGRGRHPAHLKGREIGLWYAKKQTQKNKEAERQERAVVHMDERREEQIVQLLNSVQAKTDKDSEAQISWFAPEDHGYGTEVSSEKKINSEKKLDNQEKKLLNQEKKTFRITDKSYIDRDSEYLLQENEPNLSLDQHLLEDLQRKKTDPRYIEMQRFRKKLPSYGMQKELVNLINNHQVTVISGETGCGKTTQVTQFILDNYIERGKGSACRIVCTQPRRISAISVAERVATERAESCGNGNSTGYQIRLQSRLPRKQGSI.... Result: 0 (no interaction).